This data is from Full USPTO retrosynthesis dataset with 1.9M reactions from patents (1976-2016). The task is: Predict the reactants needed to synthesize the given product. (1) Given the product [CH3:34][N:27]1[C:28]2[C:33](=[CH:32][CH:31]=[CH:30][CH:29]=2)[C:25]([NH:24][C:21]([C:19]2[CH:18]=[CH:17][C:16]3[N:12]([CH2:11][CH2:10][CH2:9][NH2:8])[CH:13]=[N:14][C:15]=3[CH:20]=2)=[O:23])=[N:26]1, predict the reactants needed to synthesize it. The reactants are: C(OC([NH:8][CH2:9][CH2:10][CH2:11][N:12]1[C:16]2[CH:17]=[CH:18][C:19]([C:21]([OH:23])=O)=[CH:20][C:15]=2[N:14]=[CH:13]1)=O)(C)(C)C.[NH2:24][C:25]1[C:33]2[C:28](=[CH:29][CH:30]=[CH:31][CH:32]=2)[N:27]([CH3:34])[N:26]=1. (2) Given the product [C:1]([NH:6][C:9]1[CH:14]=[CH:13][CH:12]=[CH:11][CH:10]=1)(=[O:4])[CH3:2], predict the reactants needed to synthesize it. The reactants are: [C:1]([O-:4])(=S)[CH3:2].[K+].[N+:6]([C:9]1[CH:14]=[CH:13][CH:12]=[CH:11][CH:10]=1)([O-])=O.CN(C=O)C. (3) Given the product [CH3:4][O:5][C@H:6]([CH3:38])[C@@H:7]([C:34]([OH:36])=[O:35])[NH:8][C:9]([C:11]1[C:20]([NH:21][C:22]([NH:24][C:25]2[C:26]([CH3:33])=[CH:27][C:28]([CH3:32])=[CH:29][C:30]=2[CH3:31])=[O:23])=[CH:19][C:18]2[C:13](=[CH:14][CH:15]=[CH:16][CH:17]=2)[CH:12]=1)=[O:10], predict the reactants needed to synthesize it. The reactants are: O.[OH-].[Li+].[CH3:4][O:5][C@H:6]([CH3:38])[C@@H:7]([C:34]([O:36]C)=[O:35])[NH:8][C:9]([C:11]1[C:20]([NH:21][C:22]([NH:24][C:25]2[C:30]([CH3:31])=[CH:29][C:28]([CH3:32])=[CH:27][C:26]=2[CH3:33])=[O:23])=[CH:19][C:18]2[C:13](=[CH:14][CH:15]=[CH:16][CH:17]=2)[CH:12]=1)=[O:10].O.Cl. (4) Given the product [N+:16](/[CH:19]=[CH:12]/[C:11]1[CH:14]=[CH:15][C:8]([O:7][C:2]2[CH:3]=[CH:4][CH:5]=[CH:6][N:1]=2)=[CH:9][CH:10]=1)([O-:18])=[O:17], predict the reactants needed to synthesize it. The reactants are: [N:1]1[CH:6]=[CH:5][CH:4]=[CH:3][C:2]=1[O:7][C:8]1[CH:15]=[CH:14][C:11]([CH:12]=O)=[CH:10][CH:9]=1.[N+:16]([CH3:19])([O-:18])=[O:17].C([O-])(=O)C.[NH4+].C(O)(=O)C. (5) The reactants are: [Br:1][C:2]1[CH:9]=[C:8]([C:10]([CH:12]2[CH2:17][C:16]([CH3:19])([CH3:18])[CH:15]=[C:14]([O:20]C)[C:13]2=O)=O)[CH:7]=[CH:6][C:3]=1[C:4]#[N:5].[CH3:23][NH:24][NH2:25].Cl.C([O-])(O)=O.[Na+]. Given the product [Br:1][C:2]1[CH:9]=[C:8]([C:10]2[C:12]3[CH2:17][C:16]([CH3:19])([CH3:18])[CH2:15][C:14](=[O:20])[C:13]=3[N:24]([CH3:23])[N:25]=2)[CH:7]=[CH:6][C:3]=1[C:4]#[N:5], predict the reactants needed to synthesize it. (6) Given the product [Cl:8][C:6]1[CH:7]=[C:2]([CH:26]=[CH:25][CH:23]2[CH2:22][O:21][C:20]([CH3:27])([CH3:19])[O:24]2)[N:3]=[C:4]([S:9][CH2:10][C:11]2[CH:16]=[CH:15][CH:14]=[C:13]([F:17])[C:12]=2[F:18])[N:5]=1, predict the reactants needed to synthesize it. The reactants are: Cl[C:2]1[CH:7]=[C:6]([Cl:8])[N:5]=[C:4]([S:9][CH2:10][C:11]2[CH:16]=[CH:15][CH:14]=[C:13]([F:17])[C:12]=2[F:18])[N:3]=1.[CH3:19][C:20]1([CH3:27])[O:24][CH:23]([CH:25]=[CH2:26])[CH2:22][O:21]1.C(N(CCCC)CCCC)CCC. (7) Given the product [Cl:1][C:2]1[C:7]([Cl:8])=[CH:6][CH:5]=[CH:4][C:3]=1[CH2:9][N:10]1[CH:14]=[C:13]([C:15]2[CH:20]=[C:19]([C:21]#[CH:23])[CH:18]=[CH:17][N:16]=2)[N:12]=[CH:11]1, predict the reactants needed to synthesize it. The reactants are: [Cl:1][C:2]1[C:7]([Cl:8])=[CH:6][CH:5]=[CH:4][C:3]=1[CH2:9][N:10]1[CH:14]=[C:13]([C:15]2[CH:20]=[C:19]([CH:21]=O)[CH:18]=[CH:17][N:16]=2)[N:12]=[CH:11]1.[C:23]([O-])([O-])=O.[K+].[K+].COP(C(=[N+]=[N-])C(=O)C)(=O)OC. (8) Given the product [NH2:38][C:22]1[CH:21]=[C:20]2[C:25]([C:26](=[O:37])[N:27]([C:28]3[CH:33]=[CH:32][CH:31]=[CH:30][C:29]=3[O:34][CH2:35][CH3:36])[C:18]([CH:16]([N:13]3[CH2:14][CH2:15][N:10]([C:8](=[O:9])[CH2:7][O:6][C:5]4[CH:4]=[CH:3][C:2]([Cl:1])=[CH:42][CH:41]=4)[CH2:11][CH2:12]3)[CH3:17])=[N:19]2)=[CH:24][CH:23]=1, predict the reactants needed to synthesize it. The reactants are: [Cl:1][C:2]1[CH:42]=[CH:41][C:5]([O:6][CH2:7][C:8]([N:10]2[CH2:15][CH2:14][N:13]([CH:16]([C:18]3[N:27]([C:28]4[CH:33]=[CH:32][CH:31]=[CH:30][C:29]=4[O:34][CH2:35][CH3:36])[C:26](=[O:37])[C:25]4[C:20](=[CH:21][C:22]([N+:38]([O-])=O)=[CH:23][CH:24]=4)[N:19]=3)[CH3:17])[CH2:12][CH2:11]2)=[O:9])=[CH:4][CH:3]=1.